Dataset: Reaction yield outcomes from USPTO patents with 853,638 reactions. Task: Predict the reaction yield, written as a fraction of the theoretical maximum amount of product (1.0 means a 100% yield; for example, 0.34 means a 34% yield). The reactants are [F:1][C:2]1([C:12](OCC)=[O:13])[CH2:11][CH2:10][C:5]2([O:9][CH2:8][CH2:7][O:6]2)[CH2:4][CH2:3]1.[Li+].[BH4-].CO.C([O-])(O)=O.[Na+]. The catalyst is C1COCC1. The product is [F:1][C:2]1([CH2:12][OH:13])[CH2:11][CH2:10][C:5]2([O:6][CH2:7][CH2:8][O:9]2)[CH2:4][CH2:3]1. The yield is 0.560.